This data is from Full USPTO retrosynthesis dataset with 1.9M reactions from patents (1976-2016). The task is: Predict the reactants needed to synthesize the given product. (1) Given the product [Cl:1][C:2]1[CH:3]=[CH:4][C:5]([C:8]2[C:9]([O:17][CH2:18][C:19]([F:20])([F:22])[F:21])=[N:10][CH:11]=[C:12]([CH:16]=2)[C:13]([NH:32][CH2:31][C:28]2[CH:27]=[C:26]([CH:24]([CH3:25])[CH3:23])[O:30][N:29]=2)=[O:15])=[CH:6][CH:7]=1, predict the reactants needed to synthesize it. The reactants are: [Cl:1][C:2]1[CH:7]=[CH:6][C:5]([C:8]2[C:9]([O:17][CH2:18][C:19]([F:22])([F:21])[F:20])=[N:10][CH:11]=[C:12]([CH:16]=2)[C:13]([OH:15])=O)=[CH:4][CH:3]=1.[CH3:23][CH:24]([C:26]1[O:30][N:29]=[C:28]([CH2:31][NH2:32])[CH:27]=1)[CH3:25]. (2) Given the product [F:57][C:48]1[C:49]([N:20]2[CH:21]=[CH:22][C:17]([O:16][CH:13]3[CH2:14][CH2:15][N:10]([C:7]4[N:8]=[CH:9][C:4]([CH2:1][CH2:2][CH3:3])=[CH:5][N:6]=4)[CH2:11][CH2:12]3)=[CH:18][C:19]2=[O:23])=[C:50]([CH:51]=[CH:52][C:47]=1[F:46])[C:27]#[N:28], predict the reactants needed to synthesize it. The reactants are: [CH2:1]([C:4]1[CH:5]=[N:6][C:7]([N:10]2[CH2:15][CH2:14][CH:13]([O:16][C:17]3[CH:22]=[CH:21][NH:20][C:19](=[O:23])[CH:18]=3)[CH2:12][CH2:11]2)=[N:8][CH:9]=1)[CH2:2][CH3:3].C(C1[CH:27]=[N:28]C(N2CCC(OC3C=CNC(=O)C=3)CC2)=NC=1)C.[F:46][C:47]1[CH:52]=[CH:51][C:50](S(C)(=O)=O)=[CH:49][C:48]=1[F:57]. (3) Given the product [CH3:1][O:2][C:3](=[O:25])[CH2:4][C:5]1[CH:10]=[CH:9][C:8]([O:11][CH3:12])=[C:7]([O:13][C:14]2[CH:19]=[CH:18][C:17]([Br:20])=[CH:16][C:15]=2[CH2:21][N:22]([C:26](=[O:28])[CH3:27])[CH2:23][CH3:24])[CH:6]=1, predict the reactants needed to synthesize it. The reactants are: [CH3:1][O:2][C:3](=[O:25])[CH2:4][C:5]1[CH:10]=[CH:9][C:8]([O:11][CH3:12])=[C:7]([O:13][C:14]2[CH:19]=[CH:18][C:17]([Br:20])=[CH:16][C:15]=2[CH2:21][NH:22][CH2:23][CH3:24])[CH:6]=1.[C:26](Cl)(=[O:28])[CH3:27]. (4) Given the product [F:1][C:2]1[CH:8]=[CH:7][C:6]([I:9])=[CH:5][C:3]=1[NH:4][N:10]=[C:18]([C:17](=[O:23])[CH2:16][O:15][CH3:14])[C:19]([O:21][CH3:22])=[O:20], predict the reactants needed to synthesize it. The reactants are: [F:1][C:2]1[CH:8]=[CH:7][C:6]([I:9])=[CH:5][C:3]=1[NH2:4].[N:10]([O-])=O.[Na+].[CH3:14][O:15][CH2:16][C:17](=[O:23])[CH2:18][C:19]([O:21][CH3:22])=[O:20].CC([O-])=O.[Na+]. (5) Given the product [CH3:5][CH2:6][CH2:1][CH2:2][CH2:3][CH3:4].[CH3:11][CH2:12][O:14][C:1]([CH3:6])=[O:7], predict the reactants needed to synthesize it. The reactants are: [C:1]1([OH:7])[CH:6]=[CH:5][CH:4]=[CH:3][CH:2]=1.[H-].[Na+].Br[CH2:11][CH2:12]Br.[OH2:14]. (6) The reactants are: [C:1]([NH:5]/[N:6]=[CH:7]/[CH2:8][C:9]1[C:14]([CH3:15])=[CH:13][C:12]([CH3:16])=[CH:11][C:10]=1[CH3:17])([CH3:4])([CH3:3])[CH3:2].C([C:20]#[C:21][C:22]([O-:24])=[O:23])C.[C:25](#N)[CH3:26]. Given the product [C:1]([N:5]1[CH:20]=[C:21]([C:22]([O:24][CH2:25][CH3:26])=[O:23])[C:7]([CH2:8][C:9]2[C:10]([CH3:17])=[CH:11][C:12]([CH3:16])=[CH:13][C:14]=2[CH3:15])=[N:6]1)([CH3:4])([CH3:3])[CH3:2], predict the reactants needed to synthesize it.